Task: Predict the product of the given reaction.. Dataset: Forward reaction prediction with 1.9M reactions from USPTO patents (1976-2016) (1) Given the reactants BrC1C=C2C(=CC=1OC)C=[N+]([O-])C=C2.C[O:16][C:17]1[CH:18]=[C:19]2[C:24](=[CH:25][C:26]=1[C:27]1[N:28]=[N:29][C:30]([N:33]([CH3:44])[CH:34]3[CH2:39][C:38]([CH3:41])([CH3:40])[NH:37][C:36]([CH3:43])([CH3:42])[CH2:35]3)=[CH:31][CH:32]=1)[C:23]([C:45]#[N:46])=[N:22][CH:21]=[CH:20]2, predict the reaction product. The product is: [OH:16][C:17]1[CH:18]=[C:19]2[C:24]([CH:23]=[CH:45][N:46]=[C:20]2[C:21]#[N:22])=[CH:25][C:26]=1[C:27]1[N:28]=[N:29][C:30]([N:33]([CH3:44])[CH:34]2[CH2:39][C:38]([CH3:41])([CH3:40])[NH:37][C:36]([CH3:43])([CH3:42])[CH2:35]2)=[CH:31][CH:32]=1. (2) Given the reactants Cl[C:2]1[C:3]([C:13]2[CH:18]=[CH:17][CH:16]=[CH:15][CH:14]=2)=[CH:4][C:5]2[C:10]([NH2:11])=[N:9][CH:8]=[N:7][C:6]=2[N:12]=1.CC1(C)C(C)(C)OB([C:27]2[CH:32]=[CH:31][C:30]([C:33]3([NH:37][C:38](=[O:44])[O:39][C:40]([CH3:43])([CH3:42])[CH3:41])[CH2:36][CH2:35][CH2:34]3)=[CH:29][CH:28]=2)O1.C(=O)([O-])[O-].[Na+].[Na+], predict the reaction product. The product is: [NH2:11][C:10]1[C:5]2[CH:4]=[C:3]([C:13]3[CH:18]=[CH:17][CH:16]=[CH:15][CH:14]=3)[C:2]([C:27]3[CH:28]=[CH:29][C:30]([C:33]4([NH:37][C:38](=[O:44])[O:39][C:40]([CH3:42])([CH3:41])[CH3:43])[CH2:34][CH2:35][CH2:36]4)=[CH:31][CH:32]=3)=[N:12][C:6]=2[N:7]=[CH:8][N:9]=1. (3) Given the reactants [C:1]1([CH:8]=[CH:7][CH:6]=[C:4]([OH:5])[CH:3]=1)[OH:2].Br[CH2:10][CH:11]1[CH2:13][CH2:12]1.C(=O)([O-])[O-].[K+].[K+].Cl, predict the reaction product. The product is: [CH:11]1([CH2:10][O:2][C:1]2[CH:3]=[C:4]([OH:5])[CH:6]=[CH:7][CH:8]=2)[CH2:13][CH2:12]1. (4) Given the reactants [F:1][C:2]1[CH:7]=[CH:6][C:5]([C:8]([C:16]2[CH:21]=[CH:20][C:19]([F:22])=[CH:18][CH:17]=2)=[CH:9][CH2:10][CH2:11][CH2:12][C:13]([OH:15])=O)=[CH:4][CH:3]=1.C1N=CN(C(N2C=NC=C2)=O)C=1.[N:35]1([C:41]([C:43]2[CH:48]=[C:47]([O:49][CH3:50])[C:46]([O:51][CH3:52])=[C:45]([O:53][CH3:54])[CH:44]=2)=[O:42])[CH2:40][CH2:39][NH:38][CH2:37][CH2:36]1, predict the reaction product. The product is: [F:1][C:2]1[CH:7]=[CH:6][C:5]([C:8]([C:16]2[CH:17]=[CH:18][C:19]([F:22])=[CH:20][CH:21]=2)=[CH:9][CH2:10][CH2:11][CH2:12][C:13]([N:38]2[CH2:39][CH2:40][N:35]([C:41](=[O:42])[C:43]3[CH:48]=[C:47]([O:49][CH3:50])[C:46]([O:51][CH3:52])=[C:45]([O:53][CH3:54])[CH:44]=3)[CH2:36][CH2:37]2)=[O:15])=[CH:4][CH:3]=1. (5) Given the reactants [Br:1][C:2]1[C:3]([C@@H:9]([NH:19][C:20](=[O:26])[O:21][C:22]([CH3:25])([CH3:24])[CH3:23])[CH2:10][C:11]2[CH:16]=[C:15]([F:17])[CH:14]=[C:13]([F:18])[CH:12]=2)=[N:4][C:5](Br)=[CH:6][CH:7]=1.[CH3:27][CH:28]([CH3:32])[C:29]#[C:30]O.C(N(CC)CC)C.C1C[O:43]CC1, predict the reaction product. The product is: [Br:1][C:2]1[C:3]([C@@H:9]([NH:19][C:20](=[O:26])[O:21][C:22]([CH3:25])([CH3:24])[CH3:23])[CH2:10][C:11]2[CH:16]=[C:15]([F:17])[CH:14]=[C:13]([F:18])[CH:12]=2)=[N:4][C:5]([C:30]#[C:29][C:28]([OH:43])([CH3:32])[CH3:27])=[CH:6][CH:7]=1. (6) Given the reactants [Cl:1][C:2]1[C:7]([Cl:8])=[CH:6][CH:5]=[CH:4][C:3]=1[CH:9]1[CH2:14][CH2:13][NH:12][CH2:11][CH2:10]1.C(=O)([O-])[O-:16].[K+].[K+].Br[CH2:22][CH2:23][CH2:24][F:25], predict the reaction product. The product is: [Cl:1][C:2]1[C:7]([Cl:8])=[CH:6][CH:5]=[CH:4][C:3]=1[C:9]1([OH:16])[CH2:14][CH2:13][N:12]([CH2:22][CH2:23][CH2:24][F:25])[CH2:11][CH2:10]1. (7) Given the reactants Br[C:2]1[C:3]([N:22]2[CH2:26][CH2:25][C@@H:24]([OH:27])[CH2:23]2)=[N:4][CH:5]=[C:6]([CH:21]=1)[C:7]([NH:9][C:10]1[CH:15]=[CH:14][C:13]([O:16][C:17]([Cl:20])([F:19])[F:18])=[CH:12][CH:11]=1)=[O:8].CC1(C)C(C)(C)OB([C:36]2[N:37](C(OC(C)(C)C)=O)[CH:38]=[CH:39][CH:40]=2)O1, predict the reaction product. The product is: [Cl:20][C:17]([F:19])([F:18])[O:16][C:13]1[CH:14]=[CH:15][C:10]([NH:9][C:7](=[O:8])[C:6]2[CH:21]=[C:2]([C:36]3[NH:37][CH:38]=[CH:39][CH:40]=3)[C:3]([N:22]3[CH2:26][CH2:25][C@@H:24]([OH:27])[CH2:23]3)=[N:4][CH:5]=2)=[CH:11][CH:12]=1. (8) Given the reactants [NH2:1][C:2]1[C:11]2[CH:10]=[CH:9][C:8]([F:12])=[C:7](Br)[C:6]=2[N:5]=[C:4]2[CH2:14][N:15]([CH2:18][CH3:19])[C:16](=[O:17])[C:3]=12.[CH3:20][O:21][C:22]1[CH:27]=[C:26]([O:28][CH3:29])[CH:25]=[CH:24][C:23]=1B(O)O, predict the reaction product. The product is: [NH2:1][C:2]1[C:11]2[CH:10]=[CH:9][C:8]([F:12])=[C:7]([C:25]3[CH:24]=[CH:23][C:22]([O:21][CH3:20])=[CH:27][C:26]=3[O:28][CH3:29])[C:6]=2[N:5]=[C:4]2[CH2:14][N:15]([CH2:18][CH3:19])[C:16](=[O:17])[C:3]=12. (9) Given the reactants Cl[C:2]1[N:7]=[N:6][CH:5]=[C:4]([N:8]2[CH2:13][CH2:12][CH:11]([C:14]3[CH:21]=[CH:20][CH:19]=[CH:18][C:15]=3[C:16]#[N:17])[CH2:10][CH2:9]2)[C:3]=1[C:22]([F:25])([F:24])[F:23].C(=O)([O-])[O-].[K+].[K+].[NH2:32][NH2:33], predict the reaction product. The product is: [NH:32]([C:2]1[N:7]=[N:6][CH:5]=[C:4]([N:8]2[CH2:13][CH2:12][CH:11]([C:14]3[CH:21]=[CH:20][CH:19]=[CH:18][C:15]=3[C:16]#[N:17])[CH2:10][CH2:9]2)[C:3]=1[C:22]([F:25])([F:24])[F:23])[NH2:33].